This data is from CYP1A2 inhibition data for predicting drug metabolism from PubChem BioAssay. The task is: Regression/Classification. Given a drug SMILES string, predict its absorption, distribution, metabolism, or excretion properties. Task type varies by dataset: regression for continuous measurements (e.g., permeability, clearance, half-life) or binary classification for categorical outcomes (e.g., BBB penetration, CYP inhibition). Dataset: cyp1a2_veith. (1) The molecule is O=C(Nc1ccc(/C=C/c2nc3ccccc3o2)cc1)c1ccc(F)cc1. The result is 0 (non-inhibitor). (2) The molecule is Cc1ccc2cc(CCNC(=O)c3ccc(Br)o3)c(=O)[nH]c2c1. The result is 1 (inhibitor).